Dataset: Full USPTO retrosynthesis dataset with 1.9M reactions from patents (1976-2016). Task: Predict the reactants needed to synthesize the given product. Given the product [C:1]([C:3]1[CH:4]=[CH:5][C:6]([CH:9]([C:25]2[C:30](=[O:31])[CH2:29][CH2:28][CH2:27][C:26]=2[O:32][CH3:33])[NH:10][C:11]([NH:13][C:14]2[CH:15]=[C:16]([C:21]([F:22])([F:23])[F:24])[CH:17]=[C:18]([F:54])[CH:19]=2)=[O:12])=[CH:7][CH:8]=1)#[N:2], predict the reactants needed to synthesize it. The reactants are: [C:1]([C:3]1[CH:8]=[CH:7][C:6]([CH:9]([C:25]2[C:30](=[O:31])[CH2:29][CH2:28][CH2:27][C:26]=2[O:32][CH3:33])[NH:10][C:11]([NH:13][C:14]2[CH:19]=[CH:18][C:17](F)=[C:16]([C:21]([F:24])([F:23])[F:22])[CH:15]=2)=[O:12])=[CH:5][CH:4]=1)#[N:2].C(C1C=CC(C(C2C(=O)CCCC=2O)NC(NC2C=C(C(F)(F)[F:54])C=C(F)C=2)=O)=CC=1)#N.